This data is from Full USPTO retrosynthesis dataset with 1.9M reactions from patents (1976-2016). The task is: Predict the reactants needed to synthesize the given product. (1) Given the product [CH2:1]([O:8][C:9]([N:11]1[CH2:17][CH2:16][CH:15]2[C:13]([CH2:18][CH2:19][NH2:20])([O:14]2)[CH2:12]1)=[O:10])[C:2]1[CH:7]=[CH:6][CH:5]=[CH:4][CH:3]=1, predict the reactants needed to synthesize it. The reactants are: [CH2:1]([O:8][C:9]([N:11]1[CH2:17][CH2:16][CH:15]2[C:13]([CH2:18][CH2:19][N:20]=[N+]=[N-])([O:14]2)[CH2:12]1)=[O:10])[C:2]1[CH:7]=[CH:6][CH:5]=[CH:4][CH:3]=1.O.C1(P(C2C=CC=CC=2)C2C=CC=CC=2)C=CC=CC=1.II. (2) Given the product [C:35]1([P:28]([C:29]2[CH:30]=[CH:31][CH:32]=[CH:33][CH:34]=2)[C:23]2[CH:24]=[CH:25][CH:26]=[CH:27][C:22]=2[CH2:21][NH:20][C@@H:15]2[CH2:16][CH2:17][CH2:18][CH2:19][C@H:14]2[NH:13][CH2:12][C:11]2[CH:41]=[CH:42][CH:43]=[CH:44][C:10]=2[P:9]([C:3]2[CH:4]=[CH:5][CH:6]=[CH:7][CH:8]=2)[C:45]2[CH:46]=[CH:47][CH:48]=[CH:49][CH:50]=2)[CH:36]=[CH:37][CH:38]=[CH:39][CH:40]=1, predict the reactants needed to synthesize it. The reactants are: [BH4-].[Na+].[C:3]1([P:9]([C:45]2[CH:50]=[CH:49][CH:48]=[CH:47][CH:46]=2)[C:10]2[CH:44]=[CH:43][CH:42]=[CH:41][C:11]=2[CH:12]=[N:13][C@@H:14]2[CH2:19][CH2:18][CH2:17][CH2:16][C@H:15]2[N:20]=[CH:21][C:22]2[CH:27]=[CH:26][CH:25]=[CH:24][C:23]=2[P:28]([C:35]2[CH:40]=[CH:39][CH:38]=[CH:37][CH:36]=2)[C:29]2[CH:34]=[CH:33][CH:32]=[CH:31][CH:30]=2)[CH:8]=[CH:7][CH:6]=[CH:5][CH:4]=1.O. (3) Given the product [CH2:33]([O:14][C:13](=[O:15])[C:12]1[CH:11]=[CH:10][C:9]([NH:8][C:6](=[O:7])[C:5]2[CH:18]=[CH:19][C:2]([Cl:1])=[C:3]([NH:20][S:21]([C:24]3[CH:29]=[CH:28][C:27]([Cl:30])=[C:26]([Cl:31])[CH:25]=3)(=[O:22])=[O:23])[CH:4]=2)=[CH:17][CH:16]=1)[CH3:38], predict the reactants needed to synthesize it. The reactants are: [Cl:1][C:2]1[CH:19]=[CH:18][C:5]([C:6]([NH:8][C:9]2[CH:17]=[CH:16][C:12]([C:13]([OH:15])=[O:14])=[CH:11][CH:10]=2)=[O:7])=[CH:4][C:3]=1[NH:20][S:21]([C:24]1[CH:29]=[CH:28][C:27]([Cl:30])=[C:26]([Cl:31])[CH:25]=1)(=[O:23])=[O:22].Cl[C:33]1C=C(S(Cl)(=O)=O)C=C[C:38]=1Cl. (4) The reactants are: [C:1]1([N:7]2[C:19]3[CH:18]=[CH:17][C:16](B4OC(C)(C)C(C)(C)O4)=[CH:15][C:14]=3[C:13]3[C:8]2=[CH:9][CH:10]=[CH:11][CH:12]=3)[CH:6]=[CH:5][CH:4]=[CH:3][CH:2]=1.[I:29][C:30]1[CH:35]=[CH:34][C:33](Br)=[CH:32][CH:31]=1.C(=O)([O-])[O-].[Na+].[Na+]. Given the product [I:29][C:30]1[CH:35]=[CH:34][C:33]([C:16]2[CH:17]=[CH:18][C:19]3[N:7]([C:1]4[CH:6]=[CH:5][CH:4]=[CH:3][CH:2]=4)[C:8]4[C:13]([C:14]=3[CH:15]=2)=[CH:12][CH:11]=[CH:10][CH:9]=4)=[CH:32][CH:31]=1, predict the reactants needed to synthesize it. (5) Given the product [CH3:15][C:11]1[S:10][C:9]2=[N:8][C:7]([CH2:6][C:5]([O:4][CH2:2][CH3:3])=[O:16])=[CH:14][N:13]2[CH:12]=1, predict the reactants needed to synthesize it. The reactants are: Br.[CH2:2]([O:4][C:5](=[O:16])[CH2:6][C:7]1[N:8]=[C:9]2[N:13]([CH:14]=1)[CH:12]=[C:11]([CH3:15])[S:10]2)[CH3:3].C(=O)([O-])[O-].[K+].[K+]. (6) The reactants are: C(=O)([O-])[O-].[K+].[K+].Cl.Cl[CH2:9][CH2:10][N:11]1[CH2:16][CH2:15][O:14][CH2:13][CH2:12]1.CN1CCCC1=O.[F:24][C:25]1[CH:34]=[CH:33][C:32]([O:35][CH2:36][CH2:37][CH3:38])=[C:31]2[C:26]=1[C:27](=[O:47])[C:28]([C:39]1[CH:44]=[CH:43][C:42]([O:45][CH3:46])=[CH:41][CH:40]=1)=[CH:29][NH:30]2. Given the product [F:24][C:25]1[CH:34]=[CH:33][C:32]([O:35][CH2:36][CH2:37][CH3:38])=[C:31]2[C:26]=1[C:27](=[O:47])[C:28]([C:39]1[CH:40]=[CH:41][C:42]([O:45][CH3:46])=[CH:43][CH:44]=1)=[CH:29][N:30]2[CH2:9][CH2:10][N:11]1[CH2:16][CH2:15][O:14][CH2:13][CH2:12]1, predict the reactants needed to synthesize it. (7) The reactants are: [CH3:1][NH:2][O:3][CH3:4].[O:5]=[C:6]1[CH2:9][CH:8]([C:10]([OH:12])=O)[CH2:7]1. Given the product [CH3:4][O:3][N:2]([CH3:1])[C:10]([CH:8]1[CH2:7][C:6](=[O:5])[CH2:9]1)=[O:12], predict the reactants needed to synthesize it. (8) Given the product [NH2:15][C:16]1[N:21]([C:22]2[CH:23]=[CH:24][C:25]([NH:28][C:12]([C:9]3([C:3]4[CH:4]=[C:5]([F:8])[CH:6]=[CH:7][C:2]=4[F:1])[CH2:11][CH2:10]3)=[O:13])=[CH:26][CH:27]=2)[CH2:20][N:19]=[C:18]2[O:29][CH:30]=[CH:31][C:17]=12, predict the reactants needed to synthesize it. The reactants are: [F:1][C:2]1[CH:7]=[CH:6][C:5]([F:8])=[CH:4][C:3]=1[C:9]1([C:12](Cl)=[O:13])[CH2:11][CH2:10]1.[NH2:15][C:16]1[N:21]([C:22]2[CH:27]=[CH:26][C:25]([NH2:28])=[CH:24][CH:23]=2)[CH2:20][N:19]=[C:18]2[O:29][CH:30]=[CH:31][C:17]=12.